Predict the reaction yield, written as a fraction of the theoretical maximum amount of product (1.0 means a 100% yield; for example, 0.34 means a 34% yield). From a dataset of Reaction yield outcomes from USPTO patents with 853,638 reactions. (1) The reactants are O1C=C(CN)N=C1.[NH2:8][CH2:9][C@@H:10]([C:12]1[CH:17]=[CH:16][CH:15]=[CH:14][CH:13]=1)[OH:11].[F:18][C:19]1[CH:40]=[CH:39][C:22]([CH2:23][N:24]2[CH2:28][CH2:27][N:26]([C:29]3[CH:30]=[C:31]([CH:35]=[CH:36][N:37]=3)[C:32](O)=[O:33])[C:25]2=[O:38])=[CH:21][CH:20]=1. No catalyst specified. The product is [F:18][C:19]1[CH:20]=[CH:21][C:22]([CH2:23][N:24]2[CH2:28][CH2:27][N:26]([C:29]3[CH:30]=[C:31]([CH:35]=[CH:36][N:37]=3)[C:32]([NH:8][CH2:9][C@H:10]([OH:11])[C:12]3[CH:17]=[CH:16][CH:15]=[CH:14][CH:13]=3)=[O:33])[C:25]2=[O:38])=[CH:39][CH:40]=1. The yield is 0.490. (2) The reactants are [Cl:1][C:2]1[CH:23]=[CH:22][CH:21]=[C:20]([Cl:24])[C:3]=1[C:4]([NH:6][CH2:7][CH2:8][S:9][CH2:10][C:11]1[CH:16]=[CH:15][CH:14]=[C:13]([N+:17]([O-])=O)[CH:12]=1)=[O:5].C([O-])(=O)C.[Na+].O.O.Cl[Sn]Cl. The catalyst is CCO. The product is [NH2:17][C:13]1[CH:12]=[C:11]([CH:16]=[CH:15][CH:14]=1)[CH2:10][S:9][CH2:8][CH2:7][NH:6][C:4](=[O:5])[C:3]1[C:20]([Cl:24])=[CH:21][CH:22]=[CH:23][C:2]=1[Cl:1]. The yield is 0.750. (3) The reactants are [Cl:1][C:2]1[CH:3]=[CH:4][C:5]([CH2:8]O)=[N:6][CH:7]=1.P(Br)(Br)[Br:11]. The catalyst is ClCCl. The product is [Br:11][CH2:8][C:5]1[CH:4]=[CH:3][C:2]([Cl:1])=[CH:7][N:6]=1. The yield is 1.00.